This data is from Retrosynthesis with 50K atom-mapped reactions and 10 reaction types from USPTO. The task is: Predict the reactants needed to synthesize the given product. Given the product CCOC(=O)c1cccc(OCc2ccccc2)c1, predict the reactants needed to synthesize it. The reactants are: BrCc1ccccc1.CCOC(=O)c1cccc(O)c1.